This data is from Catalyst prediction with 721,799 reactions and 888 catalyst types from USPTO. The task is: Predict which catalyst facilitates the given reaction. Reactant: Cl.N[C@@H:3](CC1C=CC(Br)=CC=1)CCO.C(N(CC)C(C)C)(C)C.[C:24]([C:26]1[CH:27]=[C:28]([CH:32]=[CH:33][C:34]=1[O:35][CH:36]([CH3:38])[CH3:37])[C:29]([OH:31])=[O:30])#[N:25].CN(C(ON1N=NC2C=CC=CC1=2)=[N+](C)C)C.F[P-](F)(F)(F)(F)F. Product: [C:24]([C:26]1[CH:27]=[C:28]([CH:32]=[CH:33][C:34]=1[O:35][CH:36]([CH3:38])[CH3:37])[C:29]([O:31][CH3:3])=[O:30])#[N:25]. The catalyst class is: 3.